This data is from Forward reaction prediction with 1.9M reactions from USPTO patents (1976-2016). The task is: Predict the product of the given reaction. (1) Given the reactants CO[N:3]=[CH:4][C:5]1[CH:10]=[CH:9][C:8]([O:11][CH2:12][CH2:13][N:14]2[CH2:18][CH2:17][CH2:16][CH2:15]2)=[C:7]([OH:19])[CH:6]=1.Cl, predict the reaction product. The product is: [NH2:3][CH2:4][C:5]1[CH:10]=[CH:9][C:8]([O:11][CH2:12][CH2:13][N:14]2[CH2:18][CH2:17][CH2:16][CH2:15]2)=[C:7]([OH:19])[CH:6]=1. (2) Given the reactants [O:1]1[C:10]2[C:5](=[CH:6][CH:7]=[CH:8][CH:9]=2)[CH2:4][CH2:3][CH:2]1[CH2:11][NH2:12].[S:13](N)([NH2:16])(=[O:15])=[O:14], predict the reaction product. The product is: [O:1]1[C:10]2[C:5](=[CH:6][CH:7]=[CH:8][CH:9]=2)[CH2:4][CH2:3][CH:2]1[CH2:11][NH:12][S:13]([NH2:16])(=[O:15])=[O:14]. (3) Given the reactants [NH2:1][CH:2]1[CH2:7][CH2:6][CH2:5][CH:4]([C:8]([OH:10])=[O:9])[CH2:3]1.[OH-].[Na+].[CH3:13][C:14]([O:17][C:18](O[C:18]([O:17][C:14]([CH3:16])([CH3:15])[CH3:13])=[O:19])=[O:19])([CH3:16])[CH3:15], predict the reaction product. The product is: [CH3:13][C:14]([O:17][C:18]([NH:1][CH:2]1[CH2:7][CH2:6][CH2:5][CH:4]([C:8]([OH:10])=[O:9])[CH2:3]1)=[O:19])([CH3:16])[CH3:15].